Dataset: Peptide-MHC class I binding affinity with 185,985 pairs from IEDB/IMGT. Task: Regression. Given a peptide amino acid sequence and an MHC pseudo amino acid sequence, predict their binding affinity value. This is MHC class I binding data. (1) The peptide sequence is KDSSLLNN. The MHC is H-2-Kb with pseudo-sequence H-2-Kb. The binding affinity (normalized) is 0. (2) The peptide sequence is IQRDQVTDY. The MHC is HLA-B40:01 with pseudo-sequence HLA-B40:01. The binding affinity (normalized) is 0.0847. (3) The peptide sequence is TLNRNQPAA. The MHC is HLA-A02:02 with pseudo-sequence HLA-A02:02. The binding affinity (normalized) is 0.136.